From a dataset of Forward reaction prediction with 1.9M reactions from USPTO patents (1976-2016). Predict the product of the given reaction. (1) The product is: [F:9][C:10]1[CH:17]=[CH:16][C:13]([CH2:14][CH:23]2[C:24](=[O:25])[O:26][C:19]([CH3:27])([CH3:18])[O:20][C:21]2=[O:22])=[CH:12][CH:11]=1. Given the reactants N1CCC[C@H]1C(O)=O.[F:9][C:10]1[CH:17]=[CH:16][C:13]([CH:14]=O)=[CH:12][CH:11]=1.[CH3:18][C:19]1([CH3:27])[O:26][C:24](=[O:25])[CH2:23][C:21](=[O:22])[O:20]1.CC1NC(C)=C(C(OCC)=O)CC=1C(OCC)=O, predict the reaction product. (2) Given the reactants [Cl:1][C:2]1[CH:7]=[CH:6][C:5]([CH:8](O)[C:9]2[C:10]([C:15]([O:17][CH2:18][CH3:19])=[O:16])=[N:11][N:12]([CH3:14])[CH:13]=2)=[CH:4][CH:3]=1.[NH2:21][C:22]1[CH:23]=[C:24]([CH3:30])[C:25](=[O:29])[N:26]([CH3:28])[CH:27]=1, predict the reaction product. The product is: [Cl:1][C:2]1[CH:7]=[CH:6][C:5]([CH:8]([NH:21][C:22]2[CH:23]=[C:24]([CH3:30])[C:25](=[O:29])[N:26]([CH3:28])[CH:27]=2)[C:9]2[C:10]([C:15]([O:17][CH2:18][CH3:19])=[O:16])=[N:11][N:12]([CH3:14])[CH:13]=2)=[CH:4][CH:3]=1. (3) Given the reactants [CH:1]1([N:6]2[CH:10]=[C:9]([CH2:11][C:12]([O:14][CH:15]3[CH2:19][CH2:18][CH2:17][CH2:16]3)=[O:13])[N:8]=[CH:7]2)[CH2:5][CH2:4][CH2:3][CH2:2]1.C[Si](C)(C)N[Si](C)(C)C.[Li].C([C:32]([O:34][CH3:35])=[O:33])#N.[NH4+].[Cl-], predict the reaction product. The product is: [CH:1]1([N:6]2[CH:10]=[C:9]([CH:11]([C:32]([O:34][CH3:35])=[O:33])[C:12]([O:14][CH:15]3[CH2:16][CH2:17][CH2:18][CH2:19]3)=[O:13])[N:8]=[CH:7]2)[CH2:2][CH2:3][CH2:4][CH2:5]1. (4) Given the reactants [CH:1]1[CH2:8][CH2:7][CH2:6][CH2:5][CH2:4][CH2:3][CH:2]=1.[OH:9]O, predict the reaction product. The product is: [O:9]1[CH:2]2[CH2:3][CH2:4][CH2:5][CH2:6][CH2:7][CH2:8][CH:1]12. (5) The product is: [C:19]([C:21]1([CH2:40][C:39]2[CH:42]=[CH:43][CH:44]=[C:37]([N+:34]([O-:36])=[O:35])[CH:38]=2)[CH2:26][CH2:25][N:24]([C:27]([O:29][C:30]([CH3:33])([CH3:32])[CH3:31])=[O:28])[CH2:23][CH2:22]1)#[N:20]. Given the reactants C(NC(C)C)(C)C.C([Li])CCC.CCCCCC.[C:19]([CH:21]1[CH2:26][CH2:25][N:24]([C:27]([O:29][C:30]([CH3:33])([CH3:32])[CH3:31])=[O:28])[CH2:23][CH2:22]1)#[N:20].[N+:34]([C:37]1[CH:38]=[C:39]([CH:42]=[CH:43][CH:44]=1)[CH2:40]Br)([O-:36])=[O:35].[NH4+].[Cl-], predict the reaction product.